From a dataset of Hepatocyte clearance measurements from AstraZeneca. Regression/Classification. Given a drug SMILES string, predict its absorption, distribution, metabolism, or excretion properties. Task type varies by dataset: regression for continuous measurements (e.g., permeability, clearance, half-life) or binary classification for categorical outcomes (e.g., BBB penetration, CYP inhibition). For this dataset (clearance_hepatocyte_az), we predict log10(clearance) (log10 of the in vitro intrinsic clearance, CLint, in uL/min per 10^6 hepatocytes; values are censored to the assay range of 3 to 150, which is 0.477 to 2.18 on this log10 scale). (1) The drug is COc1cccc(CNc2nc(NC(C)C)nc3ccsc23)c1OC. The log10(clearance) is 2.18. (2) The log10(clearance) is 1.27. The molecule is Cc1c(Cl)cccc1S(=O)(=O)N1CCC[C@H](C(=O)NC2CCCCC2)C1. (3) The molecule is COc1cc(C2CCN(C(C)=O)CC2)ccc1Nc1ncc(Cl)c(-c2cnc3ccccn23)n1. The log10(clearance) is 1.38. (4) The compound is COc1ncccc1-c1cccc2c(N)c3c(nc12)CN(C1CCC1)C3=O. The log10(clearance) is 0.690. (5) The molecule is CCc1c2c(nc3ccc(O)cc13)-c1cc3c(c(=O)n1C2)COC(=O)[C@]3(O)CC. The log10(clearance) is 1.38.